Dataset: Catalyst prediction with 721,799 reactions and 888 catalyst types from USPTO. Task: Predict which catalyst facilitates the given reaction. (1) Reactant: [H-].[Na+].[OH:3][CH2:4][C:5]1[O:9][N:8]=[C:7]([C:10]([O:12][CH2:13][CH3:14])=[O:11])[CH:6]=1.Br[CH2:16][C:17]1[S:18][C:19]2[CH:25]=[CH:24][CH:23]=[CH:22][C:20]=2[CH:21]=1.[Cl-].[NH4+]. Product: [S:18]1[C:19]2[CH:25]=[CH:24][CH:23]=[CH:22][C:20]=2[CH:21]=[C:17]1[CH2:16][O:3][CH2:4][C:5]1[O:9][N:8]=[C:7]([C:10]([O:12][CH2:13][CH3:14])=[O:11])[CH:6]=1. The catalyst class is: 9. (2) Reactant: COC1C=CC(C(C2C=CC(OC)=CC=2)(C2C=CC=CC=2)[NH:10][C:11]2[O:12][C@H:13]([C:35]([F:38])([F:37])[F:36])[CH2:14][C@:15]([C:18]3[CH:23]=[C:22]([C:24]4[O:25][C:26]5[CH:32]=[C:31]([Cl:33])[CH:30]=[CH:29][C:27]=5[N:28]=4)[CH:21]=[CH:20][C:19]=3[F:34])([CH3:17])[N:16]=2)=CC=1.FC(F)(F)C(O)=O. Product: [Cl:33][C:31]1[CH:30]=[CH:29][C:27]2[N:28]=[C:24]([C:22]3[CH:21]=[CH:20][C:19]([F:34])=[C:18]([C@:15]4([CH3:17])[CH2:14][C@@H:13]([C:35]([F:36])([F:37])[F:38])[O:12][C:11]([NH2:10])=[N:16]4)[CH:23]=3)[O:25][C:26]=2[CH:32]=1. The catalyst class is: 4.